Predict which catalyst facilitates the given reaction. From a dataset of Catalyst prediction with 721,799 reactions and 888 catalyst types from USPTO. Reactant: [CH2:1]([O:8][C:9]([NH:11][C@@H:12]([CH2:16][NH:17][C:18]([O:20][C:21]([CH3:24])([CH3:23])[CH3:22])=[O:19])[C:13]([OH:15])=O)=[O:10])[C:2]1[CH:7]=[CH:6][CH:5]=[CH:4][CH:3]=1.S(O)(O)(=O)=O.[CH3:30][N:31]1[C:35]([NH2:36])=[C:34]([NH2:37])[CH:33]=[N:32]1.C(N(CC)CC)C.Cl.CN(C)CCCN=C=NCC. Product: [NH2:36][C:35]1[N:31]([CH3:30])[N:32]=[CH:33][C:34]=1[NH:37][C:13](=[O:15])[C@@H:12]([NH:11][C:9](=[O:10])[O:8][CH2:1][C:2]1[CH:3]=[CH:4][CH:5]=[CH:6][CH:7]=1)[CH2:16][NH:17][C:18](=[O:19])[O:20][C:21]([CH3:24])([CH3:23])[CH3:22]. The catalyst class is: 6.